Task: Regression. Given two drug SMILES strings and cell line genomic features, predict the synergy score measuring deviation from expected non-interaction effect.. Dataset: NCI-60 drug combinations with 297,098 pairs across 59 cell lines (1) Drug 1: COC1=C(C=C2C(=C1)N=CN=C2NC3=CC(=C(C=C3)F)Cl)OCCCN4CCOCC4. Drug 2: CC1=CC2C(CCC3(C2CCC3(C(=O)C)OC(=O)C)C)C4(C1=CC(=O)CC4)C. Cell line: SNB-75. Synergy scores: CSS=20.6, Synergy_ZIP=-6.09, Synergy_Bliss=-1.53, Synergy_Loewe=-23.0, Synergy_HSA=-6.09. (2) Drug 1: CN1CCC(CC1)COC2=C(C=C3C(=C2)N=CN=C3NC4=C(C=C(C=C4)Br)F)OC. Drug 2: CC(CN1CC(=O)NC(=O)C1)N2CC(=O)NC(=O)C2. Cell line: HCT-15. Synergy scores: CSS=30.6, Synergy_ZIP=4.97, Synergy_Bliss=7.56, Synergy_Loewe=8.47, Synergy_HSA=9.99. (3) Drug 1: C1=CN(C=N1)CC(O)(P(=O)(O)O)P(=O)(O)O. Drug 2: N.N.Cl[Pt+2]Cl. Cell line: HS 578T. Synergy scores: CSS=4.30, Synergy_ZIP=0.293, Synergy_Bliss=5.75, Synergy_Loewe=-0.824, Synergy_HSA=0.178. (4) Drug 1: C1=CN(C(=O)N=C1N)C2C(C(C(O2)CO)O)O.Cl. Drug 2: CCC1(C2=C(COC1=O)C(=O)N3CC4=CC5=C(C=CC(=C5CN(C)C)O)N=C4C3=C2)O.Cl. Cell line: HS 578T. Synergy scores: CSS=16.0, Synergy_ZIP=-8.62, Synergy_Bliss=-7.73, Synergy_Loewe=-3.20, Synergy_HSA=-1.98. (5) Drug 1: CS(=O)(=O)C1=CC(=C(C=C1)C(=O)NC2=CC(=C(C=C2)Cl)C3=CC=CC=N3)Cl. Drug 2: C1C(C(OC1N2C=NC3=C2NC=NCC3O)CO)O. Cell line: K-562. Synergy scores: CSS=13.6, Synergy_ZIP=-4.84, Synergy_Bliss=-4.37, Synergy_Loewe=-9.58, Synergy_HSA=-4.57. (6) Drug 1: CNC(=O)C1=NC=CC(=C1)OC2=CC=C(C=C2)NC(=O)NC3=CC(=C(C=C3)Cl)C(F)(F)F. Drug 2: CCC1(C2=C(COC1=O)C(=O)N3CC4=CC5=C(C=CC(=C5CN(C)C)O)N=C4C3=C2)O.Cl. Cell line: UACC62. Synergy scores: CSS=42.3, Synergy_ZIP=-1.37, Synergy_Bliss=-1.66, Synergy_Loewe=-67.7, Synergy_HSA=-1.44. (7) Drug 2: CC(C1=C(C=CC(=C1Cl)F)Cl)OC2=C(N=CC(=C2)C3=CN(N=C3)C4CCNCC4)N. Cell line: T-47D. Drug 1: CC1=C(C=C(C=C1)NC2=NC=CC(=N2)N(C)C3=CC4=NN(C(=C4C=C3)C)C)S(=O)(=O)N.Cl. Synergy scores: CSS=0.589, Synergy_ZIP=-0.00704, Synergy_Bliss=1.39, Synergy_Loewe=-1.35, Synergy_HSA=-0.628.